From a dataset of Reaction yield outcomes from USPTO patents with 853,638 reactions. Predict the reaction yield, written as a fraction of the theoretical maximum amount of product (1.0 means a 100% yield; for example, 0.34 means a 34% yield). (1) The reactants are [NH2:1][C:2]1[CH:3]=[CH:4][C:5]2[C:6](=[O:15])[C:7]3[C:12]([C:13]=2[CH:14]=1)=[CH:11][CH:10]=[CH:9][CH:8]=3.C(N(CC)CC)C.[Cl:23][CH2:24][C:25](Cl)=[O:26]. The catalyst is ClCCl. The product is [Cl:23][CH2:24][C:25]([NH:1][C:2]1[CH:3]=[CH:4][C:5]2[C:6](=[O:15])[C:7]3[C:12]([C:13]=2[CH:14]=1)=[CH:11][CH:10]=[CH:9][CH:8]=3)=[O:26]. The yield is 0.970. (2) The reactants are [NH2:1][CH2:2][CH:3]([C:5]1[CH:10]=[CH:9][C:8]([O:11][CH2:12][C:13]2[CH:18]=[CH:17][CH:16]=[CH:15][CH:14]=2)=[CH:7][CH:6]=1)[OH:4].C(N(CC)CC)C.[C:26](Cl)(=[O:29])[CH2:27][CH3:28]. The catalyst is ClCCl. The product is [CH2:12]([O:11][C:8]1[CH:9]=[CH:10][C:5]([CH:3]([OH:4])[CH2:2][NH:1][C:26](=[O:29])[CH2:27][CH3:28])=[CH:6][CH:7]=1)[C:13]1[CH:18]=[CH:17][CH:16]=[CH:15][CH:14]=1. The yield is 0.900. (3) The reactants are [F:1][C:2]1[CH:7]=[CH:6][C:5]([C:8]2[C:13]([C:14]3[CH:19]=[CH:18][N:17]=[CH:16][CH:15]=3)=[C:12]([C:20]3[CH:25]=[CH:24][C:23]([F:26])=[CH:22][CH:21]=3)[N:11]=[C:10]3[NH:27][N:28]=[CH:29][C:9]=23)=[CH:4][CH:3]=1.[OH-].[K+].I[CH2:33][CH3:34].O. The catalyst is C1(C)C=CC=CC=1.CCOC(C)=O. The product is [CH2:33]([N:28]1[CH:29]=[C:9]2[C:10]([N:11]=[C:12]([C:20]3[CH:25]=[CH:24][C:23]([F:26])=[CH:22][CH:21]=3)[C:13]([C:14]3[CH:15]=[CH:16][N:17]=[CH:18][CH:19]=3)=[C:8]2[C:5]2[CH:6]=[CH:7][C:2]([F:1])=[CH:3][CH:4]=2)=[N:27]1)[CH3:34].[CH2:33]([N:27]1[C:10]2=[N:11][C:12]([C:20]3[CH:25]=[CH:24][C:23]([F:26])=[CH:22][CH:21]=3)=[C:13]([C:14]3[CH:15]=[CH:16][N:17]=[CH:18][CH:19]=3)[C:8]([C:5]3[CH:6]=[CH:7][C:2]([F:1])=[CH:3][CH:4]=3)=[C:9]2[CH:29]=[N:28]1)[CH3:34]. The yield is 0.610. (4) The reactants are [Cl:1][C:2]1[CH:3]=[C:4]2[C:9](=[CH:10][CH:11]=1)[O:8][CH:7]=[C:6]([CH:12]=O)[C:5]2=[O:14].[CH2:15]([O:17][C:18]([C:20]#[C:21][C:22]([O:24][CH2:25][CH3:26])=[O:23])=[O:19])[CH3:16].C1(P(C2C=CC=CC=2)C2C=CC=CC=2)C=CC=CC=1.[NH2:46][CH2:47][CH2:48][C:49]1[C:57]2[C:52](=[CH:53][CH:54]=[CH:55][CH:56]=2)[NH:51][CH:50]=1. The catalyst is C1(C)C=CC=CC=1. The product is [CH2:25]([O:24][C:22]([C:21]1[C:20]2([C:18]([O:17][CH2:15][CH3:16])=[O:19])[N:46]([CH2:47][CH2:48][C:49]3[C:57]4[C:52](=[CH:53][CH:54]=[CH:55][CH:56]=4)[NH:51][C:50]=32)[CH:7]=[C:6]([C:5](=[O:14])[C:4]2[CH:3]=[C:2]([Cl:1])[CH:11]=[CH:10][C:9]=2[OH:8])[CH:12]=1)=[O:23])[CH3:26]. The yield is 0.650. (5) The product is [CH3:11][O:10][C:8]([C:4]1[CH:3]=[C:2]([B:15]2[O:16][C:17]([CH3:19])([CH3:18])[C:13]([CH3:29])([CH3:12])[O:14]2)[CH:7]=[CH:6][N:5]=1)=[O:9]. The reactants are Br[C:2]1[CH:7]=[CH:6][N:5]=[C:4]([C:8]([O:10][CH3:11])=[O:9])[CH:3]=1.[CH3:12][C:13]1([CH3:29])[C:17]([CH3:19])([CH3:18])[O:16][B:15]([B:15]2[O:16][C:17]([CH3:19])([CH3:18])[C:13]([CH3:29])([CH3:12])[O:14]2)[O:14]1.C([O-])(=O)C.[K+].N#N. The catalyst is C1C=CC(P(C2C=CC=CC=2)[C-]2C=CC=C2)=CC=1.C1C=CC(P(C2C=CC=CC=2)[C-]2C=CC=C2)=CC=1.Cl[Pd]Cl.[Fe+2].O1CCOCC1. The yield is 0.990. (6) The reactants are C([O:8][C:9]1[CH:10]=[C:11]2[C:15](=[CH:16][CH:17]=1)[N:14]([C:18]1[CH:23]=[CH:22][C:21]([F:24])=[CH:20][CH:19]=1)[CH:13]=[CH:12]2)C1C=CC=CC=1. The catalyst is C(O)C.[Pd]. The product is [F:24][C:21]1[CH:22]=[CH:23][C:18]([N:14]2[C:15]3[C:11](=[CH:10][C:9]([OH:8])=[CH:17][CH:16]=3)[CH:12]=[CH:13]2)=[CH:19][CH:20]=1. The yield is 0.700. (7) The reactants are Br[CH2:2][C:3]1[CH:12]=[CH:11][C:6]([C:7]([O:9][CH3:10])=[O:8])=[CH:5][CH:4]=1.[C-:13]#[N:14].[Na+]. The catalyst is [Br-].C([N+](C)(C)C)CCCCCCCCCCCCCCC.C1C=CC=CC=1.O. The product is [CH3:10][O:9][C:7](=[O:8])[C:6]1[CH:11]=[CH:12][C:3]([CH2:2][C:13]#[N:14])=[CH:4][CH:5]=1. The yield is 0.600.